This data is from Catalyst prediction with 721,799 reactions and 888 catalyst types from USPTO. The task is: Predict which catalyst facilitates the given reaction. (1) Reactant: [NH2:1][C:2]1[C:10]2[C:5](=[N:6][C:7]([CH3:13])=[C:8]([OH:12])[C:9]=2[CH3:11])[S:4][C:3]=1[C:14]([O:16][C:17]([CH3:20])([CH3:19])[CH3:18])=[O:15].CCN(CC)CC.[N:28]1([C:33](Cl)=[O:34])[CH2:32][CH2:31][CH2:30][CH2:29]1. Product: [NH2:1][C:2]1[C:10]2[C:5](=[N:6][C:7]([CH3:13])=[C:8]([O:12][C:33]([N:28]3[CH2:32][CH2:31][CH2:30][CH2:29]3)=[O:34])[C:9]=2[CH3:11])[S:4][C:3]=1[C:14]([O:16][C:17]([CH3:20])([CH3:19])[CH3:18])=[O:15]. The catalyst class is: 23. (2) The catalyst class is: 7. Reactant: [Si]([O:8][C@H:9]1[CH2:14][CH2:13][C@H:12]([N:15]2[C:20](=[O:21])[C:19]([CH2:22][C:23]3[CH:28]=[CH:27][C:26]([C:29]4[C:30]([C:35]#[N:36])=[CH:31][CH:32]=[CH:33][CH:34]=4)=[CH:25][CH:24]=3)=[C:18]([CH2:37][CH2:38][CH3:39])[N:17]3[N:40]=[CH:41][C:42]([F:43])=[C:16]23)[CH2:11][CH2:10]1)(C(C)(C)C)(C)C.[F-].C([N+](CCCC)(CCCC)CCCC)CCC.[C:62]([O:65][CH2:66][CH3:67])(=[O:64])[CH3:63].[Cl-].[NH4+]. Product: [C:35]([C:30]1[CH:31]=[CH:32][CH:33]=[CH:34][C:29]=1[C:26]1[CH:27]=[CH:28][C:23]([CH2:22][C:19]2[C:20](=[O:21])[N:15]([C@H:12]3[CH2:11][CH2:10][C@H:9]([O:8][CH2:63][C:62]([O:65][CH2:66][CH3:67])=[O:64])[CH2:14][CH2:13]3)[C:16]3[N:17]([N:40]=[CH:41][C:42]=3[F:43])[C:18]=2[CH2:37][CH2:38][CH3:39])=[CH:24][CH:25]=1)#[N:36]. (3) Reactant: C[Si](C)(C)[N-][Si](C)(C)C.[Li+].[C:11]([O:15][C:16]([NH:18][C@H:19]1[CH2:23][C@@H:22]([C:24]([O:26][CH3:27])=[O:25])[CH:21]=[CH:20]1)=[O:17])([CH3:14])([CH3:13])[CH3:12].I[CH2:29][CH3:30]. Product: [C:11]([O:15][C:16]([NH:18][C@H:19]1[CH2:23][C@@:22]([CH2:29][CH3:30])([C:24]([O:26][CH3:27])=[O:25])[CH:21]=[CH:20]1)=[O:17])([CH3:14])([CH3:13])[CH3:12]. The catalyst class is: 1. (4) Reactant: Cl[C:2]1[C:11]2=[N:12][N:13](CC3C=CC(OC)=CC=3)[CH:14]=[C:10]2[C:9]2[CH:8]=[C:7]([O:24][CH3:25])[CH:6]=[CH:5][C:4]=2[N:3]=1.[C:26]([N:30]1[CH2:35][CH2:34][N:33]([C:36]2[CH:42]=[CH:41][C:39]([NH2:40])=[CH:38][CH:37]=2)[CH2:32][CH2:31]1)([CH3:29])([CH3:28])[CH3:27].Cl. Product: [C:26]([N:30]1[CH2:35][CH2:34][N:33]([C:36]2[CH:37]=[CH:38][C:39]([NH:40][C:2]3[C:11]4=[N:12][NH:13][CH:14]=[C:10]4[C:9]4[CH:8]=[C:7]([O:24][CH3:25])[CH:6]=[CH:5][C:4]=4[N:3]=3)=[CH:41][CH:42]=2)[CH2:32][CH2:31]1)([CH3:29])([CH3:27])[CH3:28]. The catalyst class is: 71. (5) Reactant: [Cl:1][C:2]1[C:11]2[C:6](=[CH:7][CH:8]=[CH:9][CH:10]=2)[C:5]([OH:12])=[CH:4][CH:3]=1.CC(C)([O-])C.[Na+].C1C=CC(N([S:26]([C:29]([F:32])([F:31])[F:30])(=[O:28])=[O:27])[S:26]([C:29]([F:32])([F:31])[F:30])(=[O:28])=[O:27])=CC=1.O. Product: [F:30][C:29]([F:32])([F:31])[S:26]([O:12][C:5]1[C:6]2[C:11](=[CH:10][CH:9]=[CH:8][CH:7]=2)[C:2]([Cl:1])=[CH:3][CH:4]=1)(=[O:28])=[O:27]. The catalyst class is: 1.